From a dataset of Full USPTO retrosynthesis dataset with 1.9M reactions from patents (1976-2016). Predict the reactants needed to synthesize the given product. (1) Given the product [Cl:8][C:7]1[N:6]=[CH:5][N:4]=[C:3]2[C:2]=1[N:1]=[CH:31][N:9]2[C@H:10]1[C@@H:11]2[O:18][C:20]([CH3:25])([CH3:21])[O:17][C@@H:12]2[C@@H:13]([CH2:15][OH:16])[CH2:14]1, predict the reactants needed to synthesize it. The reactants are: [NH2:1][C:2]1[C:3]([NH:9][C@@H:10]2[CH2:14][C@H:13]([CH2:15][OH:16])[C@@H:12]([OH:17])[C@H:11]2[OH:18])=[N:4][CH:5]=[N:6][C:7]=1[Cl:8].O.[C:20]1(C)[CH:25]=CC(S(O)(=O)=O)=C[CH:21]=1.[CH3:31]OC(OC)OC.CC(C)=O.COC(OC)(C)C.C(=O)(O)[O-].[Na+]. (2) Given the product [NH2:1][C:2]1[N:3]=[CH:4][C:5]2[CH2:11][N:10]([C:12]3[CH:13]=[C:14]([CH:18]=[CH:19][CH:20]=3)[C:15]([NH:41][CH2:34][C:35]3[CH:40]=[CH:39][CH:38]=[CH:37][CH:36]=3)=[O:17])[CH2:9][CH2:8][C:6]=2[N:7]=1, predict the reactants needed to synthesize it. The reactants are: [NH2:1][C:2]1[N:3]=[CH:4][C:5]2[CH2:11][N:10]([C:12]3[CH:13]=[C:14]([CH:18]=[CH:19][CH:20]=3)[C:15]([OH:17])=O)[CH2:9][CH2:8][C:6]=2[N:7]=1.C(N(CC)CC)C.CCCP(=O)=O.[CH2:34]([NH2:41])[C:35]1[CH:40]=[CH:39][CH:38]=[CH:37][CH:36]=1.